From a dataset of Reaction yield outcomes from USPTO patents with 853,638 reactions. Predict the reaction yield, written as a fraction of the theoretical maximum amount of product (1.0 means a 100% yield; for example, 0.34 means a 34% yield). (1) The reactants are [C:1]([O:7][CH3:8])(=[O:6])[C:2]([O:4]C)=O.C[O-].[Na+].[CH3:12][C:13]1[CH:14]=[CH:15][C:16]([C:19](=[O:21])[CH3:20])=[N:17][CH:18]=1.O. The catalyst is CO.C(OCC)C. The product is [CH3:12][C:13]1[CH:14]=[CH:15][C:16]([C:19](=[O:21])[CH2:20][C:2](=[O:4])[C:1]([O:7][CH3:8])=[O:6])=[N:17][CH:18]=1. The yield is 0.750. (2) The reactants are [Br:1][C:2]1[C:11]([C:12]2[CH:17]=[CH:16][C:15]([F:18])=[CH:14][CH:13]=2)=[CH:10][C:9]([O:19]C)=[C:8]2[C:3]=1[C:4](=[O:29])[N:5](COCC[Si](C)(C)C)[CH:6]=[N:7]2.B(Br)(Br)Br. The catalyst is ClCCl. The product is [Br:1][C:2]1[C:11]([C:12]2[CH:13]=[CH:14][C:15]([F:18])=[CH:16][CH:17]=2)=[CH:10][C:9]([OH:19])=[C:8]2[C:3]=1[C:4](=[O:29])[NH:5][CH:6]=[N:7]2. The yield is 0.120. (3) The reactants are [CH2:1]([C:3]1[N:4]=[C:5]([CH2:35][CH2:36][CH3:37])[N:6]([CH2:20][C:21]2[CH:26]=[CH:25][C:24]([C:27]3[C:28]([C:33]#[N:34])=[CH:29][CH:30]=[CH:31][CH:32]=3)=[CH:23][CH:22]=2)[C:7](=[O:19])[C:8]=1[C:9]1[CH:14]=[CH:13][C:12]([O:15][CH:16]([CH3:18])[CH3:17])=[CH:11][CH:10]=1)[CH3:2].Cl.[NH2:39]O.[C:41](=[O:44])([O-])[OH:42].[Na+]. The catalyst is CS(C)=O.C(OCC)(=O)C. The product is [CH2:1]([C:3]1[N:4]=[C:5]([CH2:35][CH2:36][CH3:37])[N:6]([CH2:20][C:21]2[CH:22]=[CH:23][C:24]([C:27]3[CH:32]=[CH:31][CH:30]=[CH:29][C:28]=3[C:33]3[NH:39][C:41](=[O:44])[O:42][N:34]=3)=[CH:25][CH:26]=2)[C:7](=[O:19])[C:8]=1[C:9]1[CH:10]=[CH:11][C:12]([O:15][CH:16]([CH3:17])[CH3:18])=[CH:13][CH:14]=1)[CH3:2]. The yield is 0.790. (4) The reactants are [CH2:1]([C:5]1([CH2:28][CH2:29][CH2:30][CH3:31])[NH:11][CH:10]([C:12]2[CH:17]=[CH:16][CH:15]=[CH:14][CH:13]=2)[C:9]2[CH:18]=[C:19]([O:24][CH3:25])[C:20]([CH:22]=O)=[CH:21][C:8]=2[S:7](=[O:27])(=[O:26])[CH2:6]1)[CH2:2][CH2:3][CH3:4].[NH2:32][CH2:33][C:34]([O:36][C:37]([CH3:40])([CH3:39])[CH3:38])=[O:35].C(O)(=O)C.C([O-])([O-])=O.[Na+].[Na+]. The catalyst is ClCCCl.CCOC(C)=O.C(Cl)Cl. The product is [CH2:1]([C:5]1([CH2:28][CH2:29][CH2:30][CH3:31])[NH:11][CH:10]([C:12]2[CH:17]=[CH:16][CH:15]=[CH:14][CH:13]=2)[C:9]2[CH:18]=[C:19]([O:24][CH3:25])[C:20]([CH2:22][NH:32][CH2:33][C:34]([O:36][C:37]([CH3:40])([CH3:39])[CH3:38])=[O:35])=[CH:21][C:8]=2[S:7](=[O:26])(=[O:27])[CH2:6]1)[CH2:2][CH2:3][CH3:4]. The yield is 0.529. (5) The reactants are [C:1]([NH2:5])(=[O:4])[C:2]#[CH:3].[F:6][C:7]1[CH:12]=[CH:11][C:10]([C:13]([F:16])([F:15])[F:14])=[CH:9][C:8]=1[NH:17][C:18]([NH:20][C:21]1[CH:26]=[CH:25][CH:24]=[C:23](I)[CH:22]=1)=[O:19].C(N(CC)CC)C. The catalyst is CN(C=O)C.Cl[Pd](Cl)([P](C1C=CC=CC=1)(C1C=CC=CC=1)C1C=CC=CC=1)[P](C1C=CC=CC=1)(C1C=CC=CC=1)C1C=CC=CC=1.[Cu]I.C1(P(C2C=CC=CC=2)C2C=CC=CC=2)C=CC=CC=1. The product is [F:6][C:7]1[CH:12]=[CH:11][C:10]([C:13]([F:16])([F:15])[F:14])=[CH:9][C:8]=1[NH:17][C:18]([NH:20][C:21]1[CH:22]=[C:23]([C:3]#[C:2][C:1]([NH2:5])=[O:4])[CH:24]=[CH:25][CH:26]=1)=[O:19]. The yield is 0.740. (6) The reactants are [CH3:1][N:2]1[CH:6]=[CH:5][N:4]=[C:3]1[N:7]1[CH2:16][CH2:15][C:14]2[C:13]([N:17]3[CH2:22][CH2:21][O:20][CH2:19][CH2:18]3)=[N:12][C:11]([C:23]3[CH:28]=[CH:27][C:26]([N+:29]([O-])=O)=[CH:25][CH:24]=3)=[N:10][C:9]=2[CH2:8]1.C([O:34]C(OCC)CN)C.[N:41]1[CH:46]=CC=[CH:43][CH:42]=1. No catalyst specified. The product is [CH2:42]([NH:41][C:46]([NH:29][C:26]1[CH:27]=[CH:28][C:23]([C:11]2[N:12]=[C:13]([N:17]3[CH2:18][CH2:19][O:20][CH2:21][CH2:22]3)[C:14]3[CH2:15][CH2:16][N:7]([C:3]4[N:2]([CH3:1])[CH:6]=[CH:5][N:4]=4)[CH2:8][C:9]=3[N:10]=2)=[CH:24][CH:25]=1)=[O:34])[CH3:43]. The yield is 0.570. (7) The reactants are [NH2:1][C:2]1[C:11]2[C:6](=[C:7](Br)[CH:8]=[CH:9][CH:10]=2)[N:5]=[N:4][C:3]=1[C:13]([NH:15][CH2:16][CH2:17][CH3:18])=[O:14].[CH3:19][O:20][C:21]1[C:26]([CH3:27])=[CH:25][C:24](B(O)O)=[CH:23][C:22]=1[CH3:31]. No catalyst specified. The product is [NH2:1][C:2]1[C:11]2[C:6](=[C:7]([C:24]3[CH:25]=[C:26]([CH3:27])[C:21]([O:20][CH3:19])=[C:22]([CH3:31])[CH:23]=3)[CH:8]=[CH:9][CH:10]=2)[N:5]=[N:4][C:3]=1[C:13]([NH:15][CH2:16][CH2:17][CH3:18])=[O:14]. The yield is 0.820.